Dataset: Reaction yield outcomes from USPTO patents with 853,638 reactions. Task: Predict the reaction yield, written as a fraction of the theoretical maximum amount of product (1.0 means a 100% yield; for example, 0.34 means a 34% yield). The reactants are [CH2:1]([NH:8][C:9]1[CH:16]=[CH:15][C:12]([C:13]#[N:14])=[CH:11][CH:10]=1)[C:2]1[CH:7]=[CH:6][CH:5]=[CH:4][CH:3]=1.[H-].[Al+3].[Li+].[H-].[H-].[H-].O.[OH-].[Na+]. The catalyst is O1CCCC1. The product is [NH2:14][CH2:13][C:12]1[CH:15]=[CH:16][C:9]([NH:8][CH2:1][C:2]2[CH:7]=[CH:6][CH:5]=[CH:4][CH:3]=2)=[CH:10][CH:11]=1. The yield is 0.990.